Dataset: Full USPTO retrosynthesis dataset with 1.9M reactions from patents (1976-2016). Task: Predict the reactants needed to synthesize the given product. (1) Given the product [OH:27][CH2:26][CH:25]([NH:24][C:21]([C:18]1[CH:17]=[CH:16][C:15]([O:14][CH2:13][C:3]2[C:4]([C:7]3[CH:12]=[CH:11][CH:10]=[CH:9][N:8]=3)=[N:5][O:6][C:2]=2[CH3:1])=[CH:20][N:19]=1)=[O:23])[CH2:28][CH3:29], predict the reactants needed to synthesize it. The reactants are: [CH3:1][C:2]1[O:6][N:5]=[C:4]([C:7]2[CH:12]=[CH:11][CH:10]=[CH:9][N:8]=2)[C:3]=1[CH2:13][O:14][C:15]1[CH:16]=[CH:17][C:18]([C:21]([OH:23])=O)=[N:19][CH:20]=1.[NH2:24][CH:25]([CH2:28][CH3:29])[CH2:26][OH:27]. (2) Given the product [CH3:35][N:33]([C:29]([O:28][N:19]1[N:20]=[N:21][C:22]2[CH:27]=[CH:26][CH:25]=[CH:24][C:23]1=2)=[N+:30]([CH3:31])[CH3:32])[CH3:34].[F:12][P-:13]([F:18])([F:17])([F:16])([F:15])[F:14].[CH:10]1[CH:9]=[CH:8][C:7]2[N:3]([OH:2])[N:4]=[N:5][C:6]=2[CH:11]=1.[CH3:44][CH2:43][N:39]([CH:40]([CH3:42])[CH3:41])[CH:36]([CH3:38])[CH3:37], predict the reactants needed to synthesize it. The reactants are: O.[OH:2][N:3]1[C:7]2[CH:8]=[CH:9][CH:10]=[CH:11][C:6]=2[N:5]=[N:4]1.[F:12][P-:13]([F:18])([F:17])([F:16])([F:15])[F:14].[N:19]1([O:28][C:29]([N:33]([CH3:35])[CH3:34])=[N+:30]([CH3:32])[CH3:31])[C:23]2[CH:24]=[CH:25][CH:26]=[CH:27][C:22]=2[N:21]=[N:20]1.[CH:36]([N:39]([CH2:43][CH3:44])[CH:40]([CH3:42])[CH3:41])([CH3:38])[CH3:37]. (3) Given the product [CH:16]1([C@H:19]2[O:1][C@@H:2]([C:6]3[CH:15]=[CH:14][C:9]([C:10]([O:12][CH3:13])=[O:11])=[CH:8][CH:7]=3)[CH2:3][CH:4]([OH:23])[CH2:5]2)[CH2:18][CH2:17]1, predict the reactants needed to synthesize it. The reactants are: [OH:1][CH:2]([C:6]1[CH:15]=[CH:14][C:9]([C:10]([O:12][CH3:13])=[O:11])=[CH:8][CH:7]=1)[CH2:3][CH:4]=[CH2:5].[CH:16]1([CH:19]=O)[CH2:18][CH2:17]1.C(O)(=[O:23])C.B(F)(F)F.CCOCC.C([O-])(O)=O.[Na+].